This data is from Catalyst prediction with 721,799 reactions and 888 catalyst types from USPTO. The task is: Predict which catalyst facilitates the given reaction. (1) Reactant: C(N(CC)CC)C.Cl[S:9]([C:12]1[S:13][CH:14]=[CH:15][CH:16]=1)(=[O:11])=[O:10].[C:17]([O:21][C:22]([N:24]1[CH2:29][CH2:28][NH:27][CH:26]([CH3:30])[CH2:25]1)=[O:23])([CH3:20])([CH3:19])[CH3:18].CO.C(Cl)(Cl)Cl. Product: [CH3:30][CH:26]1[N:27]([S:9]([C:12]2[S:13][CH:14]=[CH:15][CH:16]=2)(=[O:11])=[O:10])[CH2:28][CH2:29][N:24]([C:22]([O:21][C:17]([CH3:18])([CH3:20])[CH3:19])=[O:23])[CH2:25]1. The catalyst class is: 2. (2) Reactant: [CH3:1][O:2][CH2:3][CH:4]([NH:16][C:17]([C:19]1[N:24]2[N:25]=[CH:26][CH:27]=[C:23]2[N:22]=[CH:21][CH:20]=1)=[O:18])[C:5]1[CH:10]=[CH:9][C:8]([O:11][C:12]([F:15])([F:14])[F:13])=[CH:7][CH:6]=1.[Cl:28]N1C(=O)CCC1=O. Product: [Cl:28][C:27]1[CH:26]=[N:25][N:24]2[C:19]([C:17]([NH:16][CH:4]([C:5]3[CH:10]=[CH:9][C:8]([O:11][C:12]([F:14])([F:15])[F:13])=[CH:7][CH:6]=3)[CH2:3][O:2][CH3:1])=[O:18])=[CH:20][CH:21]=[N:22][C:23]=12. The catalyst class is: 10. (3) Reactant: [NH:1]1[CH:5]=[CH:4][C:3]([CH2:6][CH2:7][C:8](OCCCC)=[O:9])=[CH:2]1.[H-].[H-].[H-].[H-].[Li+].[Al+3]. Product: [NH:1]1[CH:5]=[CH:4][C:3]([CH2:6][CH2:7][CH2:8][OH:9])=[CH:2]1. The catalyst class is: 28. (4) Reactant: [NH2:1][C:2]1[CH:3]=[CH:4][CH:5]=[C:6]2[C:11]=1[CH:10]=[C:9]([OH:12])[CH:8]=[CH:7]2.N1C=CC=CC=1.[F:19][C:20]([F:31])([F:30])[C:21](O[C:21](=[O:22])[C:20]([F:31])([F:30])[F:19])=[O:22]. Product: [F:19][C:20]([F:31])([F:30])[C:21]([NH:1][C:2]1[C:11]2[C:6](=[CH:7][CH:8]=[C:9]([OH:12])[CH:10]=2)[CH:5]=[CH:4][CH:3]=1)=[O:22]. The catalyst class is: 12. (5) Reactant: C([O:3][C:4](=[O:41])[CH2:5][CH2:6][CH2:7][O:8][C:9]1[CH:14]=[CH:13][C:12]([N:15]2[CH:23]=[N:22][C:21]3[C:16]2=[N:17][C:18]([NH:24][C:25]2[CH:26]=[N:27][N:28]([CH2:30][CH2:31][CH2:32][NH:33][C:34]([O:36][C:37]([CH3:40])([CH3:39])[CH3:38])=[O:35])[CH:29]=2)=[N:19][CH:20]=3)=[CH:11][CH:10]=1)C.O[Li].O. Product: [C:37]([O:36][C:34]([NH:33][CH2:32][CH2:31][CH2:30][N:28]1[CH:29]=[C:25]([NH:24][C:18]2[N:17]=[C:16]3[C:21]([N:22]=[CH:23][N:15]3[C:12]3[CH:11]=[CH:10][C:9]([O:8][CH2:7][CH2:6][CH2:5][C:4]([OH:41])=[O:3])=[CH:14][CH:13]=3)=[CH:20][N:19]=2)[CH:26]=[N:27]1)=[O:35])([CH3:40])([CH3:38])[CH3:39]. The catalyst class is: 20. (6) Reactant: C[C:2]1[C:11]([C:12]([N:14]2[CH2:19][CH2:18][O:17][CH2:16][CH2:15]2)=[O:13])=[CH:10][CH:9]=[CH:8][C:3]=1[C:4]([O:6]C)=[O:5].[Li+].[OH-]. Product: [N:14]1([C:12]([C:11]2[CH:2]=[C:3]([CH:8]=[CH:9][CH:10]=2)[C:4]([OH:6])=[O:5])=[O:13])[CH2:15][CH2:16][O:17][CH2:18][CH2:19]1. The catalyst class is: 24. (7) Product: [Cl:23][C:20]1[CH:21]=[CH:22][C:17]([S:16][C:15]2[O:14][C:13]([C:24]3[CH:29]=[CH:28][C:27]([F:30])=[CH:26][CH:25]=3)=[N:12][C:11]=2[C:8]2[CH:7]=[N:6][C:5]([CH3:3])=[CH:10][N:9]=2)=[CH:31][CH:19]=1. Reactant: CO[C:3]([C:5]1[CH:10]=[N:9][C:8]([C:11]2[N:12]=[C:13]([C:24]3[CH:29]=[CH:28][C:27]([F:30])=[CH:26][CH:25]=3)[O:14][C:15]=2[S:16][C:17]2[CH:22]=[CH:21][C:20]([Cl:23])=[CH:19]N=2)=[CH:7][N:6]=1)=O.[CH3:31][Mg]Br. The catalyst class is: 598. (8) Reactant: [CH3:1][O:2][C:3]1[CH:56]=[CH:55][C:6]([CH2:7][N:8]2[C:12]3=[N:13][CH:14]=[CH:15][C:16]([O:17][C:18]4[CH:23]=[CH:22][C:21]([NH:24][C:25]([C:27]5[C:32](=[O:33])[N:31]([C:34]6[CH:39]=[CH:38][C:37]([F:40])=[CH:36][CH:35]=6)[N:30]=[CH:29][CH:28]=5)=[O:26])=[CH:20][C:19]=4[F:41])=[C:11]3[C:10]([NH:42][CH:43]3[CH2:47][CH2:46][N:45](C(OC(C)(C)C)=O)[CH2:44]3)=[N:9]2)=[CH:5][CH:4]=1.FC(F)(F)C(O)=O. Product: [F:41][C:19]1[CH:20]=[C:21]([NH:24][C:25]([C:27]2[C:32](=[O:33])[N:31]([C:34]3[CH:35]=[CH:36][C:37]([F:40])=[CH:38][CH:39]=3)[N:30]=[CH:29][CH:28]=2)=[O:26])[CH:22]=[CH:23][C:18]=1[O:17][C:16]1[CH:15]=[CH:14][N:13]=[C:12]2[N:8]([CH2:7][C:6]3[CH:55]=[CH:56][C:3]([O:2][CH3:1])=[CH:4][CH:5]=3)[N:9]=[C:10]([NH:42][CH:43]3[CH2:47][CH2:46][NH:45][CH2:44]3)[C:11]=12. The catalyst class is: 2.